Dataset: Forward reaction prediction with 1.9M reactions from USPTO patents (1976-2016). Task: Predict the product of the given reaction. (1) Given the reactants N[C:2]1[C:3](C(OC)=O)=[CH:3][C:2]2[C:10]([CH:11]=1)=CC=[CH:10][CH:11]=2.[CH:16]([O:19][C:20]([N:22]1[CH2:28][CH2:27][CH2:26][CH:25]([N:29]([C:45](=[O:47])[CH3:46])[CH2:30][C:31]2[CH:36]=[C:35]([C:37]([F:40])([F:39])[F:38])[CH:34]=[C:33]([C:41]([F:44])([F:43])[F:42])[CH:32]=2)[C:24]2[CH:48]=[CH:49][CH:50]=[CH:51][C:23]1=2)=[O:21])([CH3:18])[CH3:17], predict the reaction product. The product is: [C:45]([N:29]([CH2:30][C:31]1[CH:36]=[C:35]([C:37]([F:38])([F:39])[F:40])[CH:34]=[C:33]([C:41]([F:42])([F:43])[F:44])[CH:32]=1)[CH:25]1[CH2:26][CH2:27][CH2:28][N:22]([C:20]([O:19][CH:16]([CH3:18])[CH3:17])=[O:21])[C:23]2[CH:51]=[C:50]3[C:49](=[CH:48][C:24]1=2)[CH:10]=[CH:11][CH:2]=[CH:3]3)(=[O:47])[CH3:46]. (2) The product is: [Br:5][C:6]1[CH:7]=[CH:8][C:9]([C:12]2[C:18]3[CH:19]=[C:20]([O:25][CH3:26])[C:21]([OH:23])=[CH:22][C:17]=3[CH2:16][CH:15]([CH3:27])[N:14]([C:28]([NH:30][CH3:31])=[O:29])[N:13]=2)=[CH:10][CH:11]=1. Given the reactants [Cl-].[Cl-].[Cl-].[Al+3].[Br:5][C:6]1[CH:11]=[CH:10][C:9]([C:12]2[C:18]3[CH:19]=[C:20]([O:25][CH3:26])[C:21]([O:23]C)=[CH:22][C:17]=3[CH2:16][CH:15]([CH3:27])[N:14]([C:28]([NH:30][CH3:31])=[O:29])[N:13]=2)=[CH:8][CH:7]=1.O.BrC1C=CC(C2C3C=C(O)C(OC)=CC=3CC(C)N(C(NC)=O)N=2)=CC=1, predict the reaction product. (3) The product is: [C:1]([C:5]1[CH:10]=[CH:9][C:8]([C:11]2[N:15]([C:40]([C:39]3[CH:43]=[CH:44][C:36]([Cl:35])=[CH:37][CH:38]=3)=[O:41])[C@@:14]([C:17]3[CH:22]=[CH:21][C:20]([Cl:23])=[CH:19][CH:18]=3)([CH3:16])[C@@:13]([C:25]3[CH:26]=[CH:27][C:28]([Cl:31])=[CH:29][CH:30]=3)([CH3:24])[N:12]=2)=[C:7]([O:32][CH2:33][CH3:34])[CH:6]=1)([CH3:2])([CH3:3])[CH3:4]. Given the reactants [C:1]([C:5]1[CH:10]=[CH:9][C:8]([C:11]2[NH:12][C:13]([C:25]3[CH:30]=[CH:29][C:28]([Cl:31])=[CH:27][CH:26]=3)([CH3:24])[C:14]([C:17]3[CH:22]=[CH:21][C:20]([Cl:23])=[CH:19][CH:18]=3)([CH3:16])[N:15]=2)=[C:7]([O:32][CH2:33][CH3:34])[CH:6]=1)([CH3:4])([CH3:3])[CH3:2].[Cl:35][C:36]1[CH:44]=[CH:43][C:39]([C:40](Cl)=[O:41])=[CH:38][CH:37]=1, predict the reaction product.